This data is from Forward reaction prediction with 1.9M reactions from USPTO patents (1976-2016). The task is: Predict the product of the given reaction. (1) Given the reactants [F:1][C:2]1[CH:7]=[CH:6][CH:5]=[CH:4][C:3]=1[C:8]1[CH:17]=[C:16]([C:18]2[CH:27]=[CH:26][C:25]([N+]([O-])=O)=[C:24]3[C:19]=2[CH:20]=[CH:21][N:22]=[CH:23]3)[C:15]2[C:10](=[N:11][CH:12]=[CH:13][CH:14]=2)[N:9]=1.[CH3:31][O-:32].[K+], predict the reaction product. The product is: [F:1][C:2]1[CH:7]=[CH:6][CH:5]=[CH:4][C:3]=1[C:8]1[CH:17]=[C:16]([C:18]2[CH:27]=[CH:26][C:25]([O:32][CH3:31])=[C:24]3[C:19]=2[CH:20]=[CH:21][N:22]=[CH:23]3)[C:15]2[C:10](=[N:11][CH:12]=[CH:13][CH:14]=2)[N:9]=1. (2) Given the reactants [CH2:1]([N:5]([CH:19]1[CH2:24][CH2:23][N:22]([C:25](=[O:33])[CH:26]([NH:31][CH3:32])[CH2:27][CH:28]([CH3:30])[CH3:29])[CH2:21][CH2:20]1)[S:6]([C:9]1[CH:14]=[CH:13][CH:12]=[C:11]([C:15]([F:18])([F:17])[F:16])[CH:10]=1)(=[O:8])=[O:7])[CH2:2][CH2:3][CH3:4].[CH3:34]O.C=O, predict the reaction product. The product is: [CH2:1]([N:5]([CH:19]1[CH2:24][CH2:23][N:22]([C:25](=[O:33])[CH:26]([NH:31][CH3:32])[CH2:27][CH:28]([CH3:30])[CH3:29])[CH2:21][CH2:20]1)[S:6]([C:9]1[CH:14]=[CH:13][CH:12]=[C:11]([C:15]([F:18])([F:16])[F:17])[CH:10]=1)(=[O:8])=[O:7])[CH2:2][CH2:3][CH3:4].[CH:1]1([N:5]([CH:19]2[CH2:20][CH2:21][N:22]([C:25](=[O:33])[CH:26]([N:31]([CH3:32])[CH3:34])[CH2:27][CH:28]([CH3:30])[CH3:29])[CH2:23][CH2:24]2)[S:6]([C:9]2[CH:14]=[CH:13][CH:12]=[C:11]([C:15]([F:18])([F:16])[F:17])[CH:10]=2)(=[O:8])=[O:7])[CH2:3][CH2:2]1. (3) Given the reactants [Cl:1][C:2]1[CH:7]=[C:6]([N+:8]([O-])=O)[CH:5]=[C:4]([Cl:11])[C:3]=1[N:12]1[CH:16]=[CH:15][CH:14]=[N:13]1.[Cl-].[NH4+].CO, predict the reaction product. The product is: [Cl:11][C:4]1[CH:5]=[C:6]([NH2:8])[CH:7]=[C:2]([Cl:1])[C:3]=1[N:12]1[CH:16]=[CH:15][CH:14]=[N:13]1. (4) Given the reactants C([O-])(=O)/C=C/C([O-])=O.C([O:16][C:17]1[CH:22]=[CH:21][C:20]([CH:23]([OH:48])[CH2:24][NH:25][C:26]([CH3:47])([CH3:46])[CH2:27][CH2:28][N:29]2[C:33]([C:34]3[CH:39]=[CH:38][CH:37]=[CH:36][CH:35]=3)=[C:32]([C:40]3[CH:45]=[CH:44][CH:43]=[CH:42][CH:41]=3)[N:31]=[CH:30]2)=[C:19]([F:49])[CH:18]=1)C1C=CC=CC=1.[H][H], predict the reaction product. The product is: [C:40]1([C:32]2[N:31]=[CH:30][N:29]([CH2:28][CH2:27][C:26]([NH:25][CH2:24][CH:23]([C:20]3[CH:21]=[CH:22][C:17]([OH:16])=[CH:18][C:19]=3[F:49])[OH:48])([CH3:47])[CH3:46])[C:33]=2[C:34]2[CH:39]=[CH:38][CH:37]=[CH:36][CH:35]=2)[CH:45]=[CH:44][CH:43]=[CH:42][CH:41]=1. (5) Given the reactants C([O:3][C:4](=[O:29])[CH2:5][CH2:6][N:7]([CH2:20][NH:21][C:22]([O:24][C:25]([CH3:28])([CH3:27])[CH3:26])=[O:23])[C:8](=[O:19])[CH2:9][N:10]1[CH:18]=[C:16]([CH3:17])[C:14](=[O:15])[NH:13][C:11]1=[O:12])C, predict the reaction product. The product is: [C:25]([O:24][C:22]([NH:21][CH2:20][N:7]([C:8](=[O:19])[CH2:9][N:10]1[CH:18]=[C:16]([CH3:17])[C:14](=[O:15])[NH:13][C:11]1=[O:12])[CH2:6][CH2:5][C:4]([OH:29])=[O:3])=[O:23])([CH3:28])([CH3:26])[CH3:27]. (6) Given the reactants C([O:8][NH:9][C:10](=[O:26])[C:11]([NH:14][S:15]([C:18]1[CH:23]=[CH:22][C:21]([O:24][CH3:25])=[CH:20][CH:19]=1)(=[O:17])=[O:16])([CH3:13])[CH3:12])C1C=CC=CC=1, predict the reaction product. The product is: [OH:8][NH:9][C:10](=[O:26])[C:11]([NH:14][S:15]([C:18]1[CH:19]=[CH:20][C:21]([O:24][CH3:25])=[CH:22][CH:23]=1)(=[O:17])=[O:16])([CH3:13])[CH3:12]. (7) Given the reactants C(=O)([O-])[O-].[K+].[K+].[NH2:7][CH2:8][CH:9]([C:25]1[CH:30]=[CH:29][CH:28]=[CH:27][CH:26]=1)[CH2:10][C:11]([NH:13][C:14]1[CH:24]=[CH:23][C:17]([C:18]([O:20][CH2:21][CH3:22])=[O:19])=[CH:16][CH:15]=1)=[O:12].[S:31](Cl)([C:34]1[CH:40]=[CH:39][C:37]([CH3:38])=[CH:36][CH:35]=1)(=[O:33])=[O:32], predict the reaction product. The product is: [CH3:38][C:37]1[CH:39]=[CH:40][C:34]([S:31]([NH:7][CH2:8][CH:9]([C:25]2[CH:26]=[CH:27][CH:28]=[CH:29][CH:30]=2)[CH2:10][C:11]([NH:13][C:14]2[CH:24]=[CH:23][C:17]([C:18]([O:20][CH2:21][CH3:22])=[O:19])=[CH:16][CH:15]=2)=[O:12])(=[O:33])=[O:32])=[CH:35][CH:36]=1. (8) Given the reactants [OH:1][CH:2]([C@@H:14]([NH:19][C:20](=[O:35])[O:21][CH2:22][C:23]1([CH2:27][S:28][C:29]2[N:34]=[CH:33][CH:32]=[CH:31][N:30]=2)[CH2:26][CH2:25][CH2:24]1)[CH2:15][CH2:16][CH2:17][CH3:18])[C:3](=[O:13])[NH:4][C@@H:5]([C:7]1[CH:12]=[CH:11][CH:10]=[CH:9][CH:8]=1)[CH3:6].C(=O)(O)[O-].[Na+].CC(OI1(OC(C)=O)(OC(C)=O)OC(=O)C2C=CC=CC1=2)=O, predict the reaction product. The product is: [O:13]=[C:3]([NH:4][C@@H:5]([C:7]1[CH:12]=[CH:11][CH:10]=[CH:9][CH:8]=1)[CH3:6])[C:2]([C@@H:14]([NH:19][C:20](=[O:35])[O:21][CH2:22][C:23]1([CH2:27][S:28][C:29]2[N:34]=[CH:33][CH:32]=[CH:31][N:30]=2)[CH2:24][CH2:25][CH2:26]1)[CH2:15][CH2:16][CH2:17][CH3:18])=[O:1]. (9) Given the reactants BrC1C=C(N2C3=NC=CC(C4C=NC5C(C=4)=CC=CC=5)=C3C(C)=C2)C=CC=1C#N.NCCCCC[OH:36].[OH:37][CH2:38][CH2:39][CH2:40][CH2:41][CH2:42][NH:43][C:44]1[CH:51]=[C:50]([N:52]2[C:56]3=[N:57][CH:58]=[CH:59][C:60]([C:61]4[CH:62]=[N:63][C:64]5[C:69]([CH:70]=4)=[CH:68][CH:67]=[CH:66][CH:65]=5)=[C:55]3[C:54]([CH3:71])=[CH:53]2)[CH:49]=[CH:48][C:45]=1[C:46]#[N:47], predict the reaction product. The product is: [OH:37][CH2:38][CH2:39][CH2:40][CH2:41][CH2:42][NH:43][C:44]1[CH:51]=[C:50]([N:52]2[C:56]3=[N:57][CH:58]=[CH:59][C:60]([C:61]4[CH:62]=[N:63][C:64]5[C:69]([CH:70]=4)=[CH:68][CH:67]=[CH:66][CH:65]=5)=[C:55]3[C:54]([CH3:71])=[CH:53]2)[CH:49]=[CH:48][C:45]=1[C:46]([NH2:47])=[O:36]. (10) Given the reactants NC1C=CC(OC)=NC=1.C(OC(=O)C(NC(C1C=CC(C)=CN=1)=O)C(OCC)=O)C.C([O:33][C:34]([C:36]1[N:40]=[C:39]([C:41]2[CH:46]=[CH:45][C:44]([CH3:47])=[CH:43][N:42]=2)[N:38]([C:48]2[CH:49]=[N:50][C:51]([O:54][CH3:55])=[CH:52][CH:53]=2)[N:37]=1)=[O:35])C.C[O-].[Na+], predict the reaction product. The product is: [CH3:55][O:54][C:51]1[N:50]=[CH:49][C:48]([N:38]2[C:39]([C:41]3[CH:46]=[CH:45][C:44]([CH3:47])=[CH:43][N:42]=3)=[N:40][C:36]([C:34]([OH:35])=[O:33])=[N:37]2)=[CH:53][CH:52]=1.